Dataset: NCI-60 drug combinations with 297,098 pairs across 59 cell lines. Task: Regression. Given two drug SMILES strings and cell line genomic features, predict the synergy score measuring deviation from expected non-interaction effect. Drug 1: CCC1=CC2CC(C3=C(CN(C2)C1)C4=CC=CC=C4N3)(C5=C(C=C6C(=C5)C78CCN9C7C(C=CC9)(C(C(C8N6C)(C(=O)OC)O)OC(=O)C)CC)OC)C(=O)OC.C(C(C(=O)O)O)(C(=O)O)O. Drug 2: CC12CCC3C(C1CCC2OP(=O)(O)O)CCC4=C3C=CC(=C4)OC(=O)N(CCCl)CCCl.[Na+]. Cell line: MOLT-4. Synergy scores: CSS=82.7, Synergy_ZIP=16.8, Synergy_Bliss=17.3, Synergy_Loewe=-19.9, Synergy_HSA=18.1.